Predict the reactants needed to synthesize the given product. From a dataset of Full USPTO retrosynthesis dataset with 1.9M reactions from patents (1976-2016). (1) Given the product [Cl:1][C:2]1[C:3]2[N:4]([C:10]([C@H:12]3[CH2:17][N:16]4[C:18](=[O:23])[O:19][C:20]([CH3:22])([CH3:21])[C@@H:15]4[CH2:14][CH2:13]3)=[N:9][CH:8]=2)[CH:5]=[CH:6][N:7]=1, predict the reactants needed to synthesize it. The reactants are: [Cl:1][C:2]1[C:3]([CH2:8][NH:9][C:10]([C@H:12]2[CH2:17][N:16]3[C:18](=[O:23])[O:19][C:20]([CH3:22])([CH3:21])[C@@H:15]3[CH2:14][CH2:13]2)=O)=[N:4][CH:5]=[CH:6][N:7]=1.O=P(Cl)(Cl)Cl.C([O-])(O)=O.[Na+]. (2) Given the product [N:27]([C:19]1[N:18]=[CH:17][C:26]2[C:21]([CH:20]=1)=[CH:22][CH:23]=[CH:24][CH:25]=2)=[C:1]=[S:2], predict the reactants needed to synthesize it. The reactants are: [C:1](N1C=CC=CC1=O)(N1C=CC=CC1=O)=[S:2].[CH:17]1[C:26]2[C:21](=[CH:22][CH:23]=[CH:24][CH:25]=2)[CH:20]=[C:19]([NH2:27])[N:18]=1. (3) Given the product [CH3:29][C:30]1[C:35]([C:2]2[C:3]3[CH:10]=[C:9]([CH2:11][O:12][C:13]4[CH:18]=[CH:17][C:16]([C@@H:19]([C:26]#[C:27][CH3:28])[CH2:20][C:21]([O:23][CH2:24][CH3:25])=[O:22])=[CH:15][CH:14]=4)[CH:8]=[CH:7][C:4]=3[S:5][CH:6]=2)=[CH:34][CH:33]=[CH:32][N:31]=1, predict the reactants needed to synthesize it. The reactants are: Br[C:2]1[C:3]2[CH:10]=[C:9]([CH2:11][O:12][C:13]3[CH:18]=[CH:17][C:16]([C@@H:19]([C:26]#[C:27][CH3:28])[CH2:20][C:21]([O:23][CH2:24][CH3:25])=[O:22])=[CH:15][CH:14]=3)[CH:8]=[CH:7][C:4]=2[S:5][CH:6]=1.[CH3:29][C:30]1[C:35](B(O)O)=[CH:34][CH:33]=[CH:32][N:31]=1.C([O-])([O-])=O.[Cs+].[Cs+]. (4) Given the product [F:29][C:13]1[C:12]([CH2:11][C:8]2[N:6]3[N:7]=[C:2]([C:35](=[O:37])[CH3:36])[CH:3]=[CH:4][C:5]3=[N:10][N:9]=2)=[C:21]([F:22])[CH:20]=[C:19]2[C:14]=1[CH:15]=[C:16]([N:23]1[CH2:28][CH2:27][O:26][CH2:25][CH2:24]1)[CH:17]=[N:18]2, predict the reactants needed to synthesize it. The reactants are: Cl[C:2]1[CH:3]=[CH:4][C:5]2[N:6]([C:8]([CH2:11][C:12]3[C:13]([F:29])=[C:14]4[C:19](=[CH:20][C:21]=3[F:22])[N:18]=[CH:17][C:16]([N:23]3[CH2:28][CH2:27][O:26][CH2:25][CH2:24]3)=[CH:15]4)=[N:9][N:10]=2)[N:7]=1.C([Sn](CCCC)(CCCC)[C:35]([O:37]CC)=[CH2:36])CCC. (5) Given the product [N:1]1([C:2]2[N:10]=[CH:9][N:8]=[C:7]3[C:3]=2[N:4]=[CH:5][N:6]3[C@@H:11]2[O:17][C@H:16]([CH2:18][OH:19])[C@@H:14]([OH:15])[C@@H:12]2[OH:13])[CH:22]=[CH:26][CH:25]=[CH:24]1, predict the reactants needed to synthesize it. The reactants are: [NH2:1][C:2]1[N:10]=[CH:9][N:8]=[C:7]2[C:3]=1[N:4]=[CH:5][N:6]2[C@@H:11]1[O:17][C@H:16]([CH2:18][OH:19])[C@@H:14]([OH:15])[C@@H:12]1[OH:13].CO[C:22]1(OC)[CH2:26][CH2:25][CH2:24]O1. (6) Given the product [Br:3][C:4]1[CH:9]=[CH:8][C:7]([S:10][C:13]([F:16])([F:15])[C:12]([F:18])([F:17])[F:11])=[CH:6][CH:5]=1, predict the reactants needed to synthesize it. The reactants are: FF.[Br:3][C:4]1[CH:9]=[CH:8][C:7]([SH:10])=[CH:6][CH:5]=1.[F:11][C:12]([F:18])([F:17])[C:13]([F:16])([F:15])I. (7) Given the product [Cl:1][C:2]1[CH:3]=[C:4]([CH:39]=[CH:40][C:41]=1[Cl:42])[CH2:5][O:6][C:7]1[CH:8]=[CH:9][C:10]([C@H:13]2[CH2:38][O:37][C:16]3=[CH:17][C:18]4[CH2:19][C@@H:20]([C:34]([NH:61][C@@H:47]([CH2:48][C:49]5[CH:54]=[CH:53][C:52]([C:55]6[CH:56]=[CH:57][N:58]=[CH:59][CH:60]=6)=[CH:51][CH:50]=5)[C:46]([OH:62])=[O:45])=[O:35])[N:21]([C@H:25]([C:28]5[CH:33]=[CH:32][CH:31]=[CH:30][CH:29]=5)[CH2:26][CH3:27])[CH2:22][C:23]=4[CH:24]=[C:15]3[O:14]2)=[CH:11][CH:12]=1, predict the reactants needed to synthesize it. The reactants are: [Cl:1][C:2]1[CH:3]=[C:4]([CH:39]=[CH:40][C:41]=1[Cl:42])[CH2:5][O:6][C:7]1[CH:12]=[CH:11][C:10]([C@H:13]2[CH2:38][O:37][C:16]3=[CH:17][C:18]4[CH2:19][C@@H:20]([C:34](O)=[O:35])[N:21]([C@H:25]([C:28]5[CH:33]=[CH:32][CH:31]=[CH:30][CH:29]=5)[CH2:26][CH3:27])[CH2:22][C:23]=4[CH:24]=[C:15]3[O:14]2)=[CH:9][CH:8]=1.Cl.C[O:45][C:46](=[O:62])[C@@H:47]([NH2:61])[CH2:48][C:49]1[CH:54]=[CH:53][C:52]([C:55]2[CH:60]=[CH:59][N:58]=[CH:57][CH:56]=2)=[CH:51][CH:50]=1. (8) Given the product [Si:5]([O:12][CH2:13][CH:14]([O:24][C:25]1[CH:33]=[CH:32][CH:31]=[C:30]2[C:26]=1[CH2:27][CH2:28][NH:29]2)[CH2:15][O:16][Si:17]([C:20]([CH3:23])([CH3:22])[CH3:21])([CH3:19])[CH3:18])([C:8]([CH3:9])([CH3:10])[CH3:11])([CH3:7])[CH3:6], predict the reactants needed to synthesize it. The reactants are: [BH3-]C#N.[Na+].[Si:5]([O:12][CH2:13][CH:14]([O:24][C:25]1[CH:33]=[CH:32][CH:31]=[C:30]2[C:26]=1[CH:27]=[CH:28][NH:29]2)[CH2:15][O:16][Si:17]([C:20]([CH3:23])([CH3:22])[CH3:21])([CH3:19])[CH3:18])([C:8]([CH3:11])([CH3:10])[CH3:9])([CH3:7])[CH3:6]. (9) Given the product [CH3:22][C:14]1[CH:13]=[N:1][C:2]2[N:6]([N:5]=[CH:4][C:3]=2[C:7]([OH:9])=[O:8])[CH:15]=1, predict the reactants needed to synthesize it. The reactants are: [NH2:1][C:2]1[NH:6][N:5]=[CH:4][C:3]=1[C:7]([OH:9])=[O:8].C(O[CH:13](OCC)[CH:14]([CH3:22])[CH:15](OCC)OCC)C.Cl.